The task is: Regression. Given a peptide amino acid sequence and an MHC pseudo amino acid sequence, predict their binding affinity value. This is MHC class II binding data.. This data is from Peptide-MHC class II binding affinity with 134,281 pairs from IEDB. (1) The peptide sequence is DVKFPGGGQLVGGVY. The MHC is HLA-DQA10501-DQB10301 with pseudo-sequence HLA-DQA10501-DQB10301. The binding affinity (normalized) is 0.680. (2) The peptide sequence is IRSIFARTLDAANHS. The MHC is DRB1_0101 with pseudo-sequence DRB1_0101. The binding affinity (normalized) is 0.785. (3) The peptide sequence is GELQIVDKIDAATKI. The MHC is DRB1_0701 with pseudo-sequence DRB1_0701. The binding affinity (normalized) is 0.535. (4) The peptide sequence is INEPTAAAYAYGLDR. The MHC is HLA-DQA10102-DQB10602 with pseudo-sequence HLA-DQA10102-DQB10602. The binding affinity (normalized) is 0.647.